Dataset: Peptide-MHC class I binding affinity with 185,985 pairs from IEDB/IMGT. Task: Regression. Given a peptide amino acid sequence and an MHC pseudo amino acid sequence, predict their binding affinity value. This is MHC class I binding data. (1) The peptide sequence is IVYGRSNAI. The MHC is HLA-A02:03 with pseudo-sequence HLA-A02:03. The binding affinity (normalized) is 0.745. (2) The peptide sequence is KELNIGRTF. The MHC is HLA-B27:05 with pseudo-sequence HLA-B27:05. The binding affinity (normalized) is 0.0847. (3) The peptide sequence is GMMVLKIVRK. The MHC is HLA-A11:01 with pseudo-sequence HLA-A11:01. The binding affinity (normalized) is 0.597. (4) The peptide sequence is VLYYHMMKD. The MHC is HLA-A02:01 with pseudo-sequence HLA-A02:01. The binding affinity (normalized) is 0.00362. (5) The peptide sequence is SHPEAHRDHI. The MHC is H-2-Db with pseudo-sequence H-2-Db. The binding affinity (normalized) is 0.538. (6) The peptide sequence is YPGIKVRQL. The MHC is HLA-A30:01 with pseudo-sequence HLA-A30:01. The binding affinity (normalized) is 0. (7) The peptide sequence is EYKKFIATF. The MHC is HLA-B15:01 with pseudo-sequence HLA-B15:01. The binding affinity (normalized) is 0.0847. (8) The peptide sequence is SAEVAELYR. The MHC is HLA-A03:01 with pseudo-sequence HLA-A03:01. The binding affinity (normalized) is 0.126.